This data is from Reaction yield outcomes from USPTO patents with 853,638 reactions. The task is: Predict the reaction yield, written as a fraction of the theoretical maximum amount of product (1.0 means a 100% yield; for example, 0.34 means a 34% yield). (1) The reactants are [C:1]([O:5][C:6]([NH:8][C@H:9]([C:29]([O:31][CH3:32])=[O:30])[CH2:10][C:11]1[CH:16]=[CH:15][C:14]([N:17]2[C:22](=[O:23])[C:21]3[CH:24]=[CH:25][N:26]=[CH:27][C:20]=3[NH:19][C:18]2=[O:28])=[CH:13][N:12]=1)=[O:7])([CH3:4])([CH3:3])[CH3:2].[C:33](=O)([O-])[O-].[K+].[K+].COS(C1C=CC(C)=CC=1)(=O)=O. The catalyst is CN(C=O)C.O. The product is [C:1]([O:5][C:6]([NH:8][C@H:9]([C:29]([O:31][CH3:32])=[O:30])[CH2:10][C:11]1[CH:16]=[CH:15][C:14]([N:17]2[C:22](=[O:23])[C:21]3[CH:24]=[CH:25][N:26]=[CH:27][C:20]=3[N:19]([CH3:33])[C:18]2=[O:28])=[CH:13][N:12]=1)=[O:7])([CH3:3])([CH3:4])[CH3:2]. The yield is 0.840. (2) The reactants are C[O:2][C:3]([C:5]1[CH:6]=[C:7]2[C:12](=[CH:13][CH:14]=1)[NH:11][CH:10]([C:15]1[CH:20]=[CH:19][CH:18]=[C:17]([O:21][CH3:22])[CH:16]=1)[C:9]([CH3:24])([CH3:23])[CH2:8]2)=[O:4].[OH-].[Na+].Cl. The catalyst is CO.O1CCCC1.O. The product is [CH3:22][O:21][C:17]1[CH:16]=[C:15]([CH:10]2[C:9]([CH3:24])([CH3:23])[CH2:8][C:7]3[C:12](=[CH:13][CH:14]=[C:5]([C:3]([OH:4])=[O:2])[CH:6]=3)[NH:11]2)[CH:20]=[CH:19][CH:18]=1. The yield is 0.900. (3) The reactants are [NH2:1][C:2]1[CH:3]=[C:4]([CH:7]=[C:8]([O:11][CH2:12][C:13]2[CH:18]=[CH:17][CH:16]=[CH:15][CH:14]=2)[C:9]=1[CH3:10])[C:5]#[N:6].C([O-])([O-])=O.[Ca+2].[I:24](Cl)(=O)=O.I(Cl)(=O)=O.C([N+](C)(C)C)C1C=CC=CC=1. The catalyst is ClC(Cl)C.CO. The product is [NH2:1][C:2]1[C:3]([I:24])=[C:4]([CH:7]=[C:8]([O:11][CH2:12][C:13]2[CH:18]=[CH:17][CH:16]=[CH:15][CH:14]=2)[C:9]=1[CH3:10])[C:5]#[N:6]. The yield is 0.860. (4) The reactants are [Cl:1][C:2]1[CH:3]=[C:4]2[C:9](=[CH:10][C:11]=1[Cl:12])[CH:8]=[N:7][C:6]([NH2:13])=[CH:5]2.[Cl:14][C:15]1[C:24]([Cl:25])=[CH:23][CH:22]=[C:21]2[C:16]=1[CH:17]=[C:18]([NH2:26])[N:19]=[CH:20]2.[C:27](N1C=CC=CC1=O)(N1C=CC=CC1=O)=[S:28]. The catalyst is ClCCl. The product is [Cl:1][C:2]1[CH:3]=[C:4]2[C:9](=[CH:10][C:11]=1[Cl:12])[CH:8]=[N:7][C:6]([N:13]=[C:27]=[S:28])=[CH:5]2.[Cl:14][C:15]1[C:24]([Cl:25])=[CH:23][CH:22]=[C:21]2[C:16]=1[CH:17]=[C:18]([N:26]=[C:27]=[S:28])[N:19]=[CH:20]2. The yield is 0.407. (5) The reactants are [C:1](Cl)(=[O:4])[CH:2]=[CH2:3].[CH3:6][O:7][C:8]1[CH:13]=[C:12]([N:14]2[CH2:17][C:16]3([N:21]([CH3:22])[CH2:20][CH2:19][CH2:18]3)[CH2:15]2)[C:11]([NH2:23])=[CH:10][C:9]=1[NH:24][C:25]1[N:30]=[C:29]([C:31]2[CH:32]=[N:33][N:34]3[CH2:39][CH2:38][CH2:37][CH2:36][C:35]=23)[CH:28]=[CH:27][N:26]=1.CCN(C(C)C)C(C)C. The catalyst is C(Cl)Cl. The product is [CH3:6][O:7][C:8]1[C:9]([NH:24][C:25]2[N:30]=[C:29]([C:31]3[CH:32]=[N:33][N:34]4[CH2:39][CH2:38][CH2:37][CH2:36][C:35]=34)[CH:28]=[CH:27][N:26]=2)=[CH:10][C:11]([NH:23][C:1](=[O:4])[CH:2]=[CH2:3])=[C:12]([N:14]2[CH2:15][C:16]3([N:21]([CH3:22])[CH2:20][CH2:19][CH2:18]3)[CH2:17]2)[CH:13]=1. The yield is 0.500. (6) The reactants are [CH3:1][O:2][C:3]1[C:4]([CH2:25][N:26]2[CH2:31][CH2:30][N:29](C(OC(C)(C)C)=O)[CH2:28][CH2:27]2)=[C:5]2[C:9](=[CH:10][CH:11]=1)[N:8]([S:12]([C:15]1[CH:20]=[CH:19][CH:18]=[CH:17][CH:16]=1)(=[O:14])=[O:13])[C:7]([C:21]([NH:23][CH3:24])=[O:22])=[CH:6]2.[C:39]([OH:45])([C:41]([F:44])([F:43])[F:42])=[O:40]. The catalyst is C(Cl)Cl. The product is [F:42][C:41]([F:44])([F:43])[C:39]([OH:45])=[O:40].[CH3:1][O:2][C:3]1[C:4]([CH2:25][N:26]2[CH2:27][CH2:28][NH:29][CH2:30][CH2:31]2)=[C:5]2[C:9](=[CH:10][CH:11]=1)[N:8]([S:12]([C:15]1[CH:16]=[CH:17][CH:18]=[CH:19][CH:20]=1)(=[O:14])=[O:13])[C:7]([C:21]([NH:23][CH3:24])=[O:22])=[CH:6]2. The yield is 1.00. (7) The reactants are [F:1][C:2]1([F:33])[CH2:7][CH2:6][CH:5]([CH2:8][C:9]2[N:13]3[C:14]([CH:27]=O)=[CH:15][C:16]([C:18]([NH:20][CH:21]4[CH2:26][CH2:25][O:24][CH2:23][CH2:22]4)=[O:19])=[CH:17][C:12]3=[N:11][C:10]=2[C:29]([F:32])([F:31])[CH3:30])[CH2:4][CH2:3]1.Cl.O[NH2:36].C(OC(=O)C)(=O)C.C(=O)([O-])O.[Na+]. The yield is 0.450. The product is [C:27]([C:14]1[N:13]2[C:9]([CH2:8][CH:5]3[CH2:6][CH2:7][C:2]([F:1])([F:33])[CH2:3][CH2:4]3)=[C:10]([C:29]([F:31])([F:32])[CH3:30])[N:11]=[C:12]2[CH:17]=[C:16]([C:18]([NH:20][CH:21]2[CH2:26][CH2:25][O:24][CH2:23][CH2:22]2)=[O:19])[CH:15]=1)#[N:36]. The catalyst is CN1C(=O)CCC1.